This data is from Full USPTO retrosynthesis dataset with 1.9M reactions from patents (1976-2016). The task is: Predict the reactants needed to synthesize the given product. (1) Given the product [CH2:1]([N:3]1[CH2:4][CH:5]([CH2:7][CH2:8][C:9]2[CH:14]=[C:13]([F:15])[CH:12]=[CH:11][C:10]=2[S:16]([NH:19][C:20]2[C:29]([C:30]([OH:32])=[O:31])=[C:28]3[C:23]([CH:24]4[CH2:34][CH:25]4[CH2:26][O:27]3)=[CH:22][CH:21]=2)(=[O:17])=[O:18])[CH2:6]1)[CH3:2], predict the reactants needed to synthesize it. The reactants are: [CH2:1]([N:3]1[CH2:6][CH:5]([CH2:7][CH2:8][C:9]2[CH:14]=[C:13]([F:15])[CH:12]=[CH:11][C:10]=2[S:16]([NH:19][C:20]2[C:29]([C:30]([O:32]C)=[O:31])=[C:28]3[C:23]([CH:24]4[CH2:34][CH:25]4[CH2:26][O:27]3)=[CH:22][CH:21]=2)(=[O:18])=[O:17])[CH2:4]1)[CH3:2].O.[OH-].[Li+].C(O)=O. (2) Given the product [C:43]([NH:41][C@:15]1([OH:25])[CH:14]=[CH:13][C@@H:12]2[C@:17]34[CH2:21][CH2:22][N:23]([CH3:24])[C@@H:11]2[CH2:10][C:9]2[CH2:8][CH2:7][C:6]([O:5][CH2:26][C:27]5[CH:32]=[CH:31][CH:30]=[CH:29][CH:28]=5)=[C:19]([O:20][C@@H:16]13)[C:18]4=2)(=[O:44])[CH3:34], predict the reactants needed to synthesize it. The reactants are: C(N[O:5][C:6]1[CH2:7][CH2:8][C:9]2[CH2:10][C@H:11]3[N:23]([CH3:24])[CH2:22][CH2:21][C@:17]45[C:18]=2[C:19]=1[O:20][C@H:16]4[C@@H:15]([OH:25])[CH:14]=[CH:13][C@@H:12]35)(=O)C.[CH2:26](Br)[C:27]1[CH:32]=[CH:31][CH:30]=[CH:29][CH:28]=1.[C:34](=O)([O-])[O-].[K+].[K+].C[N:41]([CH:43]=[O:44])C. (3) Given the product [OH:8][CH2:9][CH:10]1[CH2:14][C:13]2([CH2:19][CH2:18][N:17]([C:20]([O:22][C:23]([CH3:26])([CH3:25])[CH3:24])=[O:21])[CH2:16][CH2:15]2)[C:12](=[O:27])[N:11]1[C:28]1[CH2:29][O:30][C:31](=[O:33])[CH:32]=1, predict the reactants needed to synthesize it. The reactants are: [Si]([O:8][CH2:9][CH:10]1[CH2:14][C:13]2([CH2:19][CH2:18][N:17]([C:20]([O:22][C:23]([CH3:26])([CH3:25])[CH3:24])=[O:21])[CH2:16][CH2:15]2)[C:12](=[O:27])[N:11]1[C:28]1[CH2:29][O:30][C:31](=[O:33])[CH:32]=1)(C(C)(C)C)(C)C.CCCC[N+](CCCC)(CCCC)CCCC.[F-].